From a dataset of NCI-60 drug combinations with 297,098 pairs across 59 cell lines. Regression. Given two drug SMILES strings and cell line genomic features, predict the synergy score measuring deviation from expected non-interaction effect. (1) Drug 2: CS(=O)(=O)OCCCCOS(=O)(=O)C. Synergy scores: CSS=19.2, Synergy_ZIP=3.04, Synergy_Bliss=9.77, Synergy_Loewe=6.04, Synergy_HSA=6.56. Drug 1: C1=CC(=CC=C1CC(C(=O)O)N)N(CCCl)CCCl.Cl. Cell line: OVCAR-5. (2) Drug 1: C1=CN(C=N1)CC(O)(P(=O)(O)O)P(=O)(O)O. Drug 2: COCCOC1=C(C=C2C(=C1)C(=NC=N2)NC3=CC=CC(=C3)C#C)OCCOC.Cl. Cell line: NCI-H322M. Synergy scores: CSS=19.2, Synergy_ZIP=-1.21, Synergy_Bliss=0.799, Synergy_Loewe=-7.07, Synergy_HSA=0.736. (3) Drug 1: CC1=C2C(C(=O)C3(C(CC4C(C3C(C(C2(C)C)(CC1OC(=O)C(C(C5=CC=CC=C5)NC(=O)OC(C)(C)C)O)O)OC(=O)C6=CC=CC=C6)(CO4)OC(=O)C)O)C)O. Drug 2: CC1=C(N=C(N=C1N)C(CC(=O)N)NCC(C(=O)N)N)C(=O)NC(C(C2=CN=CN2)OC3C(C(C(C(O3)CO)O)O)OC4C(C(C(C(O4)CO)O)OC(=O)N)O)C(=O)NC(C)C(C(C)C(=O)NC(C(C)O)C(=O)NCCC5=NC(=CS5)C6=NC(=CS6)C(=O)NCCC[S+](C)C)O. Cell line: SNB-19. Synergy scores: CSS=11.6, Synergy_ZIP=-7.04, Synergy_Bliss=-0.857, Synergy_Loewe=-1.46, Synergy_HSA=-0.0621. (4) Cell line: A549. Drug 2: C1=NC2=C(N1)C(=S)N=CN2. Drug 1: CCC1(CC2CC(C3=C(CCN(C2)C1)C4=CC=CC=C4N3)(C5=C(C=C6C(=C5)C78CCN9C7C(C=CC9)(C(C(C8N6C)(C(=O)OC)O)OC(=O)C)CC)OC)C(=O)OC)O.OS(=O)(=O)O. Synergy scores: CSS=23.5, Synergy_ZIP=-6.80, Synergy_Bliss=-1.12, Synergy_Loewe=-1.41, Synergy_HSA=-1.15. (5) Drug 1: CC(C)(C#N)C1=CC(=CC(=C1)CN2C=NC=N2)C(C)(C)C#N. Drug 2: C1=NC2=C(N1)C(=S)N=CN2. Cell line: SW-620. Synergy scores: CSS=22.0, Synergy_ZIP=-9.02, Synergy_Bliss=-0.298, Synergy_Loewe=-1.82, Synergy_HSA=0.398. (6) Drug 1: C1CCC(C(C1)N)N.C(=O)(C(=O)[O-])[O-].[Pt+4]. Drug 2: C1CN(P(=O)(OC1)NCCCl)CCCl. Cell line: SK-OV-3. Synergy scores: CSS=-11.6, Synergy_ZIP=-23.3, Synergy_Bliss=-52.7, Synergy_Loewe=-59.8, Synergy_HSA=-59.2.